This data is from Forward reaction prediction with 1.9M reactions from USPTO patents (1976-2016). The task is: Predict the product of the given reaction. (1) Given the reactants [Br:1][C:2]1[CH:8]=[CH:7][C:5]([NH2:6])=[CH:4][CH:3]=1.[C:9](Cl)(=[O:18])[C:10]1[CH:15]=[CH:14][C:13]([O:16][CH3:17])=[CH:12][CH:11]=1.C([O-])(O)=O.[Na+], predict the reaction product. The product is: [Br:1][C:2]1[CH:8]=[CH:7][C:5]([NH:6][C:9](=[O:18])[C:10]2[CH:15]=[CH:14][C:13]([O:16][CH3:17])=[CH:12][CH:11]=2)=[CH:4][CH:3]=1. (2) Given the reactants [NH2:1][C:2]1[C:7]([C:8]#[CH:9])=[CH:6][CH:5]=[CH:4][N:3]=1.CN(C)C=O.C[Si]([N:19]=[N+:20]=[N-:21])(C)C, predict the reaction product. The product is: [NH2:1][C:2]1[C:7]([C:8]2[N:19]=[N:20][NH:21][CH:9]=2)=[CH:6][CH:5]=[CH:4][N:3]=1. (3) Given the reactants [NH2:1][C:2]1[CH:3]=[C:4]([S:8][C:9]2[CH:10]=[CH:11][C:12]3[N:13]([CH:15]=[C:16]([NH:18][C:19]([CH:21]4[CH2:23][CH2:22]4)=[O:20])[N:17]=3)[N:14]=2)[CH:5]=[CH:6][CH:7]=1.[C:24]([C:26]([C:29]1[CH:30]=[C:31]([CH:35]=[CH:36][CH:37]=1)[C:32](O)=[O:33])([CH3:28])[CH3:27])#[N:25].C(Cl)(=O)C(Cl)=O.O1CCCC1, predict the reaction product. The product is: [C:24]([C:26]([C:29]1[CH:30]=[C:31]([CH:35]=[CH:36][CH:37]=1)[C:32]([NH:1][C:2]1[CH:7]=[CH:6][CH:5]=[C:4]([S:8][C:9]2[CH:10]=[CH:11][C:12]3[N:13]([CH:15]=[C:16]([NH:18][C:19]([CH:21]4[CH2:22][CH2:23]4)=[O:20])[N:17]=3)[N:14]=2)[CH:3]=1)=[O:33])([CH3:28])[CH3:27])#[N:25].